This data is from Catalyst prediction with 721,799 reactions and 888 catalyst types from USPTO. The task is: Predict which catalyst facilitates the given reaction. (1) The catalyst class is: 39. Reactant: [CH:1]1([O:7][C:8]2[CH:13]=[CH:12][C:11]([O:14]C)=[CH:10][CH:9]=2)[CH2:6][CH2:5][CH2:4][CH2:3][CH2:2]1.C([S-])C.[Na+].O.Cl. Product: [CH:1]1([O:7][C:8]2[CH:9]=[CH:10][C:11]([OH:14])=[CH:12][CH:13]=2)[CH2:2][CH2:3][CH2:4][CH2:5][CH2:6]1. (2) The catalyst class is: 2. Product: [C:1]([O:5][C:6]([N:8]1[CH2:9][CH2:10][CH:11]([N:14]2[CH:18]=[C:17]([C:19]3[CH:20]=[N:21][C:22]([NH2:34])=[C:23]([N:40]4[CH2:39][CH2:38][C:37]5[C:42](=[CH:43][CH:44]=[CH:45][C:36]=5[Cl:35])[CH2:41]4)[CH:24]=3)[CH:16]=[N:15]2)[CH2:12][CH2:13]1)=[O:7])([CH3:4])([CH3:2])[CH3:3]. Reactant: [C:1]([O:5][C:6]([N:8]1[CH2:13][CH2:12][CH:11]([N:14]2[CH:18]=[C:17]([C:19]3[CH:20]=[N:21][C:22]([NH2:34])=[C:23](B4OC(C)(C)C(C)(C)O4)[CH:24]=3)[CH:16]=[N:15]2)[CH2:10][CH2:9]1)=[O:7])([CH3:4])([CH3:3])[CH3:2].[Cl:35][C:36]1[CH:45]=[CH:44][CH:43]=[C:42]2[C:37]=1[CH2:38][CH2:39][NH:40][CH2:41]2.N1C=CC=CC=1.